Predict the product of the given reaction. From a dataset of Forward reaction prediction with 1.9M reactions from USPTO patents (1976-2016). (1) Given the reactants [CH3:1][C:2]1[CH:3]=[CH:4][C:5]2[CH:9]=[CH:8][S:7][C:6]=2[CH:10]=1.[Li]CCCC.[B:16](OC(C)C)([O:21]C(C)C)[O:17]C(C)C, predict the reaction product. The product is: [CH3:1][C:2]1[CH:3]=[CH:4][C:5]2[CH:9]=[C:8]([B:16]([OH:21])[OH:17])[S:7][C:6]=2[CH:10]=1. (2) Given the reactants [CH3:1][O:2][C:3]1[CH:19]=[C:18]([O:20][CH3:21])[CH:17]=[CH:16][C:4]=1[C:5]([NH:7][NH:8][C:9]([NH:11][CH2:12][CH:13]([CH3:15])[CH3:14])=[S:10])=O.[OH-].[Na+], predict the reaction product. The product is: [CH3:1][O:2][C:3]1[CH:19]=[C:18]([O:20][CH3:21])[CH:17]=[CH:16][C:4]=1[C:5]1[N:11]([CH2:12][CH:13]([CH3:15])[CH3:14])[C:9]([SH:10])=[N:8][N:7]=1. (3) Given the reactants Br[C:2]1[CH:3]=[C:4]([CH:14]=[C:15]([Cl:17])[CH:16]=1)[O:5][C:6]1[C:7]([OH:13])=[N:8][CH:9]=[CH:10][C:11]=1[Cl:12].N#N.[CH3:20][N:21](C=O)C, predict the reaction product. The product is: [Cl:17][C:15]1[CH:16]=[C:2]([CH:3]=[C:4]([O:5][C:6]2[C:7]([OH:13])=[N:8][CH:9]=[CH:10][C:11]=2[Cl:12])[CH:14]=1)[C:20]#[N:21]. (4) Given the reactants [F:1][C:2]1[CH:7]=[N:6][C:5]2[NH:8][CH:9]=[C:10]([I:11])[C:4]=2[C:3]=1[CH:12]=[O:13].[OH-].[Na+].[CH3:16][C:17]1[CH:22]=[CH:21][C:20]([S:23](Cl)(=[O:25])=[O:24])=[CH:19][CH:18]=1, predict the reaction product. The product is: [F:1][C:2]1[CH:7]=[N:6][C:5]2[N:8]([S:23]([C:20]3[CH:21]=[CH:22][C:17]([CH3:16])=[CH:18][CH:19]=3)(=[O:25])=[O:24])[CH:9]=[C:10]([I:11])[C:4]=2[C:3]=1[CH:12]=[O:13]. (5) The product is: [C:12]([O:16][C:17]([NH:19][O:20][CH2:22][CH2:23][CH2:24][CH2:25][CH2:26][CH2:27][OH:28])=[O:18])([CH3:15])([CH3:14])[CH3:13]. Given the reactants C1CCN2C(=NCCC2)CC1.[C:12]([O:16][C:17]([NH:19][OH:20])=[O:18])([CH3:15])([CH3:14])[CH3:13].Br[CH2:22][CH2:23][CH2:24][CH2:25][CH2:26][CH2:27][OH:28], predict the reaction product. (6) The product is: [CH3:12][S:13]([O:16][CH2:17][C:18]1[CH:23]=[CH:22][N:21]=[C:20]([S:24]([CH3:25])=[O:6])[N:19]=1)(=[O:14])=[O:15]. Given the reactants ClC1C=C(C=CC=1)C(OO)=[O:6].[CH3:12][S:13]([O:16][CH2:17][C:18]1[CH:23]=[CH:22][N:21]=[C:20]([S:24][CH3:25])[N:19]=1)(=[O:15])=[O:14], predict the reaction product. (7) The product is: [Cl:26][C:23]1[CH:24]=[CH:25][C:20]([CH2:19][C:18]([NH:17][C:15]2[S:16][C:10]3[CH2:9][NH:8][CH2:13][CH2:12][C:11]=3[C:14]=2[C:29]([NH2:30])=[O:31])=[O:28])=[C:21]([F:27])[CH:22]=1. Given the reactants C(OC([N:8]1[CH2:13][CH2:12][C:11]2[C:14]([C:29](=[O:31])[NH2:30])=[C:15]([NH:17][C:18](=[O:28])[CH2:19][C:20]3[CH:25]=[CH:24][C:23]([Cl:26])=[CH:22][C:21]=3[F:27])[S:16][C:10]=2[CH2:9]1)=O)(C)(C)C.FC(F)(F)C(O)=O, predict the reaction product. (8) Given the reactants C(O[BH-](OC(=O)C)OC(=O)C)(=O)C.[Na+].FC(F)(F)C(O)=O.[CH:22]([C:25]1[S:26][CH:27]=[C:28]([C:30]([N:32]2[CH2:37][C:36]3([CH2:42][CH2:41][NH:40][CH2:39][CH2:38]3)[O:35][CH2:34][CH2:33]2)=[O:31])[N:29]=1)([CH3:24])[CH3:23].[Si]([O:50][CH2:51][C:52]([C:55]1[C:56]([F:63])=[C:57]([CH:60]=[CH:61][CH:62]=1)[CH:58]=O)([CH3:54])[CH3:53])(C(C)(C)C)(C)C.C(O)(=O)C, predict the reaction product. The product is: [F:63][C:56]1[C:55]([C:52]([CH3:54])([CH3:53])[CH2:51][OH:50])=[CH:62][CH:61]=[CH:60][C:57]=1[CH2:58][N:40]1[CH2:39][CH2:38][C:36]2([O:35][CH2:34][CH2:33][N:32]([C:30]([C:28]3[N:29]=[C:25]([CH:22]([CH3:24])[CH3:23])[S:26][CH:27]=3)=[O:31])[CH2:37]2)[CH2:42][CH2:41]1. (9) The product is: [F:31][C:7]1([C:6]2[N:2]([CH3:1])[N:3]=[CH:4][C:5]=2[N+:18]([O-:20])=[O:19])[CH2:16][CH2:15][C:10](=[O:11])[CH2:9][CH2:8]1. Given the reactants [CH3:1][N:2]1[C:6]([C:7]2(O)[CH2:16][CH2:15][C:10]3(OCC[O:11]3)[CH2:9][CH2:8]2)=[C:5]([N+:18]([O-:20])=[O:19])[CH:4]=[N:3]1.COCCN(S(F)(F)[F:31])CCOC.C([O-])(O)=O.[Na+].Cl, predict the reaction product. (10) The product is: [Cl:8][C:5]1[CH:6]=[CH:7][C:2]([CH:38]2[CH2:39][CH2:34]2)=[CH:3][C:4]=1[O:9][CH3:10]. Given the reactants Br[C:2]1[CH:7]=[CH:6][C:5]([Cl:8])=[C:4]([O:9][CH3:10])[CH:3]=1.C1(P([C:34]2[CH:39]=[CH:38]C=CC=2)CCCP(C2C=CC=CC=2)C2C=CC=CC=2)C=CC=CC=1.C1([Mg]Br)CC1.Cl, predict the reaction product.